Dataset: Reaction yield outcomes from USPTO patents with 853,638 reactions. Task: Predict the reaction yield, written as a fraction of the theoretical maximum amount of product (1.0 means a 100% yield; for example, 0.34 means a 34% yield). (1) The reactants are [NH2:1][C:2]1[CH:3]=[CH:4][C:5]([CH3:9])=[C:6]([OH:8])[CH:7]=1.C(=O)([O-])O.[Na+].[C:15]([C:17]([C:20]1[CH:21]=[C:22]([CH:26]=[CH:27][CH:28]=1)[C:23](Cl)=[O:24])([CH3:19])[CH3:18])#[N:16]. The catalyst is O1CCCC1. The product is [C:15]([C:17]([C:20]1[CH:21]=[C:22]([CH:26]=[CH:27][CH:28]=1)[C:23]([NH:1][C:2]1[CH:3]=[CH:4][C:5]([CH3:9])=[C:6]([OH:8])[CH:7]=1)=[O:24])([CH3:19])[CH3:18])#[N:16]. The yield is 0.940. (2) The reactants are [Br:1][C:2]1[CH:3]=[C:4](/[CH:10]=[CH:11]/[C:12]([OH:14])=O)[C:5]([O:8][CH3:9])=[N:6][CH:7]=1.[CH3:15][NH:16][CH3:17].CCN(C(C)C)C(C)C.CN(C(ON1N=NC2C=CC=CC1=2)=[N+](C)C)C.[B-](F)(F)(F)F. The catalyst is C(Cl)Cl. The product is [Br:1][C:2]1[CH:3]=[C:4](/[CH:10]=[CH:11]/[C:12]([N:16]([CH3:17])[CH3:15])=[O:14])[C:5]([O:8][CH3:9])=[N:6][CH:7]=1. The yield is 0.950. (3) The reactants are CON(C)[C:4](=O)[C:5]1[CH:10]=[CH:9][C:8]([F:11])=[CH:7][C:6]=1[NH:12][CH2:13][CH3:14].[H-].[H-].[H-].[H-].[Li+].[Al+3].C1(P(=[CH:42][C:43]([O:45][CH3:46])=[O:44])(C2C=CC=CC=2)C2C=CC=CC=2)C=CC=CC=1. The catalyst is C1COCC1.C1(C)C=CC=CC=1. The product is [CH3:46][O:45][C:43](=[O:44])[CH:42]=[CH:4][C:5]1[CH:10]=[CH:9][C:8]([F:11])=[CH:7][C:6]=1[NH:12][CH2:13][CH3:14]. The yield is 0.570. (4) The reactants are CC1(C)[O:6][C@@H:5]([CH2:7][CH2:8][NH:9][C:10]([CH:12]2[CH:16]([C:17]3[CH:22]=[CH:21][CH:20]=[C:19]([Cl:23])[C:18]=3[F:24])[C:15]([C:27]3[CH:32]=[CH:31][C:30]([Cl:33])=[CH:29][C:28]=3[F:34])([C:25]#[N:26])[CH:14]([CH2:35][C:36]([CH3:39])([CH3:38])[CH3:37])[N:13]2[CH:40]=[O:41])=[O:11])[CH2:4][O:3]1.Cl. The catalyst is O1CCCC1. The product is [OH:6][C@H:5]([CH2:4][OH:3])[CH2:7][CH2:8][NH:9][C:10]([CH:12]1[CH:16]([C:17]2[CH:22]=[CH:21][CH:20]=[C:19]([Cl:23])[C:18]=2[F:24])[C:15]([C:27]2[CH:32]=[CH:31][C:30]([Cl:33])=[CH:29][C:28]=2[F:34])([C:25]#[N:26])[CH:14]([CH2:35][C:36]([CH3:37])([CH3:39])[CH3:38])[N:13]1[CH:40]=[O:41])=[O:11]. The yield is 0.810. (5) The reactants are [Br:1][C:2]1[CH:3]=[CH:4][C:5]([O:20]C)=[C:6]([S:8]([NH:11][C:12]2[CH:17]=[C:16]([Cl:18])[CH:15]=[C:14]([Cl:19])[CH:13]=2)(=[O:10])=[O:9])[CH:7]=1.[I-].[Li+].N1C(C)=CC(C)=CC=1C.Cl. No catalyst specified. The product is [Br:1][C:2]1[CH:3]=[CH:4][C:5]([OH:20])=[C:6]([S:8]([NH:11][C:12]2[CH:17]=[C:16]([Cl:18])[CH:15]=[C:14]([Cl:19])[CH:13]=2)(=[O:10])=[O:9])[CH:7]=1. The yield is 0.453. (6) The reactants are [CH3:1][N:2]1[CH2:7][CH2:6][N:5]([C:8]2[CH:13]=[N:12][C:11]([N+:14]([O-])=O)=[CH:10][N:9]=2)[CH2:4][CH2:3]1. The catalyst is CO.[Pd]. The product is [CH3:1][N:2]1[CH2:3][CH2:4][N:5]([C:8]2[CH:13]=[N:12][C:11]([NH2:14])=[CH:10][N:9]=2)[CH2:6][CH2:7]1. The yield is 0.890.